This data is from Catalyst prediction with 721,799 reactions and 888 catalyst types from USPTO. The task is: Predict which catalyst facilitates the given reaction. (1) Reactant: [Cl:1][C:2]1[N:7]=[C:6]([C:8](=O)[C:9]#[CH:10])[C:5]2[C:12]([O:34][CH3:35])=[N:13][N:14]([C:15]([C:28]3[CH:33]=[CH:32][CH:31]=[CH:30][CH:29]=3)([C:22]3[CH:27]=[CH:26][CH:25]=[CH:24][CH:23]=3)[C:16]3[CH:21]=[CH:20][CH:19]=[CH:18][CH:17]=3)[C:4]=2[CH:3]=1.Cl.[C:37]([NH2:40])(=[NH:39])[CH3:38].C(=O)([O-])[O-].[Na+].[Na+]. Product: [Cl:1][C:2]1[N:7]=[C:6]([C:8]2[CH:9]=[CH:10][N:40]=[C:37]([CH3:38])[N:39]=2)[C:5]2[C:12]([O:34][CH3:35])=[N:13][N:14]([C:15]([C:16]3[CH:21]=[CH:20][CH:19]=[CH:18][CH:17]=3)([C:28]3[CH:29]=[CH:30][CH:31]=[CH:32][CH:33]=3)[C:22]3[CH:27]=[CH:26][CH:25]=[CH:24][CH:23]=3)[C:4]=2[CH:3]=1. The catalyst class is: 10. (2) Reactant: C(OC([N:11]1[CH2:15][CH2:14][C@@H:13]([NH:16][C:17]2[C:22]([C:23]3[N:24]=[C:25]4[CH:31]=[CH:30][N:29]([CH2:32][O:33][CH2:34][CH2:35][Si:36]([CH3:39])([CH3:38])[CH3:37])[C:26]4=[N:27][CH:28]=3)=[CH:21][CH:20]=[CH:19][N:18]=2)[CH2:12]1)=O)C1C=CC=CC=1. Product: [NH:11]1[CH2:15][CH2:14][C@@H:13]([NH:16][C:17]2[C:22]([C:23]3[N:24]=[C:25]4[CH:31]=[CH:30][N:29]([CH2:32][O:33][CH2:34][CH2:35][Si:36]([CH3:39])([CH3:38])[CH3:37])[C:26]4=[N:27][CH:28]=3)=[CH:21][CH:20]=[CH:19][N:18]=2)[CH2:12]1. The catalyst class is: 14. (3) Reactant: [Br:1][C:2]1[C:3]([CH3:9])=[N:4][C:5]([NH2:8])=[CH:6][CH:7]=1.[C:10](Cl)([C:23]1[CH:28]=[CH:27][CH:26]=[CH:25][CH:24]=1)([C:17]1[CH:22]=[CH:21][CH:20]=[CH:19][CH:18]=1)[C:11]1[CH:16]=[CH:15][CH:14]=[CH:13][CH:12]=1. Product: [Br:1][C:2]1[CH:7]=[CH:6][C:5]([NH:8][C:10]([C:11]2[CH:16]=[CH:15][CH:14]=[CH:13][CH:12]=2)([C:23]2[CH:24]=[CH:25][CH:26]=[CH:27][CH:28]=2)[C:17]2[CH:18]=[CH:19][CH:20]=[CH:21][CH:22]=2)=[N:4][C:3]=1[CH3:9]. The catalyst class is: 22. (4) Reactant: C(OC(OC(OC(C)(C)C)=O)=O)(C)(C)C.[OH-].[Na+].[H-].[Na+].[Br:20][C:21]1[CH:29]=[C:28]2[C:24]([C:25]([C:30]([O:32][C:33]([CH3:36])([CH3:35])[CH3:34])=[O:31])=[N:26][NH:27]2)=[CH:23][CH:22]=1.C([Li])CCC.CCCCC.[O:47]1[CH2:52][CH2:51][C:50](=[O:53])[CH2:49][CH2:48]1. Product: [Br:20][C:21]1[CH:29]=[C:28]2[C:24]([C:25]([C:30]([O:32][C:33]([CH3:36])([CH3:35])[CH3:34])=[O:31])=[N:26][NH:27]2)=[CH:23][CH:22]=1.[C:33]([O:32][C:30]([C:25]1[C:24]2[C:28](=[CH:29][C:21]([C:50]3([OH:53])[CH2:51][CH2:52][O:47][CH2:48][CH2:49]3)=[CH:22][CH:23]=2)[NH:27][N:26]=1)=[O:31])([CH3:36])([CH3:35])[CH3:34]. The catalyst class is: 7. (5) Reactant: [CH:1](=O)[C:2]1[CH:7]=[CH:6][CH:5]=[CH:4][CH:3]=1.C(O)(=O)C.[NH2:13][CH2:14][C:15]([O:17][C:18]([CH3:21])([CH3:20])[CH3:19])=[O:16].C(N(CC)CC)C.S([O-])([O-])(=O)=O.[Na+].[Na+]. Product: [CH:1](=[N:13][CH2:14][C:15]([O:17][C:18]([CH3:21])([CH3:20])[CH3:19])=[O:16])[C:2]1[CH:7]=[CH:6][CH:5]=[CH:4][CH:3]=1. The catalyst class is: 11. (6) Reactant: [C:1](#[N:3])[CH3:2].CC([O-])(CC)C.[K+].C1(C)C=CC=CC=1.[CH3:18][C:19]1([C:25](OC)=O)[CH2:24][CH2:23][O:22][CH2:21][CH2:20]1.Cl.[C:30]1([CH3:38])[CH:35]=[CH:34][C:33]([NH:36][NH2:37])=[CH:32][CH:31]=1.Cl. Product: [CH3:18][C:19]1([C:25]2[CH:2]=[C:1]([NH2:3])[N:36]([C:33]3[CH:34]=[CH:35][C:30]([CH3:38])=[CH:31][CH:32]=3)[N:37]=2)[CH2:24][CH2:23][O:22][CH2:21][CH2:20]1. The catalyst class is: 242.